Dataset: Catalyst prediction with 721,799 reactions and 888 catalyst types from USPTO. Task: Predict which catalyst facilitates the given reaction. Reactant: Cl.C([O:5][C:6]1[CH:15]=[CH:14][C:13]2[C:8](=[CH:9][CH:10]=[C:11]([Br:16])[CH:12]=2)[C:7]=1[CH2:17]N(C)C)(=O)C.[BH4-].[Na+].O.Cl. Product: [Br:16][C:11]1[CH:12]=[C:13]2[C:8](=[CH:9][CH:10]=1)[C:7]([CH3:17])=[C:6]([OH:5])[CH:15]=[CH:14]2. The catalyst class is: 8.